Dataset: Reaction yield outcomes from USPTO patents with 853,638 reactions. Task: Predict the reaction yield, written as a fraction of the theoretical maximum amount of product (1.0 means a 100% yield; for example, 0.34 means a 34% yield). (1) The reactants are [F:1][C:2]1[CH:3]=[C:4]2[N:10]=[CH:9][N:8]([CH2:11][C:12]3[CH:23]=[CH:22][C:15]4[N:16]=[C:17](S(C)=O)[O:18][C:14]=4[CH:13]=3)[C:5]2=[N:6][CH:7]=1.[NH2:24][C@@H:25]1[CH2:30][CH2:29][CH2:28][CH2:27][C@H:26]1[OH:31].CCN(C(C)C)C(C)C.O. The catalyst is CC(N(C)C)=O. The product is [F:1][C:2]1[CH:3]=[C:4]2[N:10]=[CH:9][N:8]([CH2:11][C:12]3[CH:23]=[CH:22][C:15]4[N:16]=[C:17]([NH:24][C@@H:25]5[CH2:30][CH2:29][CH2:28][CH2:27][C@H:26]5[OH:31])[O:18][C:14]=4[CH:13]=3)[C:5]2=[N:6][CH:7]=1. The yield is 0.270. (2) The reactants are CN(C)[CH:3]=[O:4].P(Cl)(Cl)(Cl)=O.[Cl:11][C:12]1[C:13]2[N:14]([CH:18]=[C:19]([C:21]3[CH:26]=[CH:25][CH:24]=[C:23]([O:27][CH3:28])[CH:22]=3)[N:20]=2)[CH:15]=[CH:16][CH:17]=1. The product is [Cl:11][C:12]1[C:13]2[N:14]([C:18]([CH:3]=[O:4])=[C:19]([C:21]3[CH:26]=[CH:25][CH:24]=[C:23]([O:27][CH3:28])[CH:22]=3)[N:20]=2)[CH:15]=[CH:16][CH:17]=1. The yield is 0.990. The catalyst is O. (3) The reactants are C[Mg+].[Br-].[F:4][C:5]1[CH:6]=[CH:7][C:8]([C:11]#[N:12])=[N:9][CH:10]=1.[C:13](OC(=O)C)(=[O:15])[CH3:14].[C:20](=O)(O)[O-].[Na+]. The catalyst is CCOCC.C1COCC1.ClCCl. The product is [F:4][C:5]1[CH:6]=[CH:7][C:8]([C:11]([NH:12][C:13](=[O:15])[CH3:14])=[CH2:20])=[N:9][CH:10]=1. The yield is 0.350. (4) The reactants are [NH2:1][C:2]1[S:3][CH:4]=[C:5]([CH3:7])[N:6]=1.Br[CH2:9][C:10]([C:12]1[CH:17]=[CH:16][C:15]([N+:18]([O-:20])=[O:19])=[CH:14][CH:13]=1)=O.C(=O)(O)[O-].[Na+]. The catalyst is CCO. The product is [CH3:7][C:5]1[N:6]2[CH:9]=[C:10]([C:12]3[CH:13]=[CH:14][C:15]([N+:18]([O-:20])=[O:19])=[CH:16][CH:17]=3)[N:1]=[C:2]2[S:3][CH:4]=1. The yield is 0.500.